This data is from Forward reaction prediction with 1.9M reactions from USPTO patents (1976-2016). The task is: Predict the product of the given reaction. (1) Given the reactants [C:1]1([C:41]2[CH:46]=[CH:45][CH:44]=[CH:43][CH:42]=2)[CH:6]=[CH:5][C:4]([CH2:7][CH:8]([NH:31][S:32]([C:35]2[CH:36]=[N:37][CH:38]=[CH:39][CH:40]=2)(=[O:34])=[O:33])[C:9]2[N:14]=[C:13]([N:15]([CH2:23][C:24]([O:26]C(C)(C)C)=[O:25])C(OC(C)(C)C)=O)[CH:12]=[CH:11][CH:10]=2)=[CH:3][CH:2]=1.[ClH:47].O1CCOCC1, predict the reaction product. The product is: [ClH:47].[C:1]1([C:41]2[CH:42]=[CH:43][CH:44]=[CH:45][CH:46]=2)[CH:2]=[CH:3][C:4]([CH2:7][CH:8]([NH:31][S:32]([C:35]2[CH:36]=[N:37][CH:38]=[CH:39][CH:40]=2)(=[O:33])=[O:34])[C:9]2[N:14]=[C:13]([NH:15][CH2:23][C:24]([OH:26])=[O:25])[CH:12]=[CH:11][CH:10]=2)=[CH:5][CH:6]=1. (2) Given the reactants [NH2:1][C:2]1[C:7]([F:8])=[CH:6][N:5]=[C:4](Cl)[N:3]=1.[C:10](=[N:18][OH:19])([C:12]1[CH:17]=[CH:16][CH:15]=[CH:14][CH:13]=1)[CH3:11].[H-].[Na+].O, predict the reaction product. The product is: [NH2:1][C:2]1[C:7]([F:8])=[CH:6][N:5]=[C:4]([O:19][N:18]=[C:10]([C:12]2[CH:17]=[CH:16][CH:15]=[CH:14][CH:13]=2)[CH3:11])[N:3]=1. (3) Given the reactants [NH:1]1[C:5]2[CH:6]=[CH:7][CH:8]=[CH:9][C:4]=2[N:3]=[C:2]1[CH2:10][NH:11][C:12]1[C:21]2[C:20]([CH3:22])=[N:19][CH:18]=[N:17][C:16]=2[N:15]([O:23]CC2C=CC=CC=2)[C:14](=[O:31])[CH:13]=1.CO.[H][H], predict the reaction product. The product is: [NH:1]1[C:5]2[CH:6]=[CH:7][CH:8]=[CH:9][C:4]=2[N:3]=[C:2]1[CH2:10][NH:11][C:12]1[C:21]2[C:20]([CH3:22])=[N:19][CH:18]=[N:17][C:16]=2[N:15]([OH:23])[C:14](=[O:31])[CH:13]=1. (4) Given the reactants [NH:1]1[CH2:6][CH2:5][C:4]2([O:11][C:10]3[C:12]4[C:17]([C:18](=[O:21])[C:19](=[O:20])[C:9]=3[S:8][CH2:7]2)=[CH:16][CH:15]=[CH:14][CH:13]=4)[CH2:3][CH2:2]1.[Cl:22][C:23]1[CH:24]=[C:25]([CH:29]=[CH:30][C:31]=1[Cl:32])[C:26](Cl)=[O:27], predict the reaction product. The product is: [Cl:22][C:23]1[CH:24]=[C:25]([CH:29]=[CH:30][C:31]=1[Cl:32])[C:26]([N:1]1[CH2:2][CH2:3][C:4]2([O:11][C:10]3[C:12]4[C:17]([C:18](=[O:21])[C:19](=[O:20])[C:9]=3[S:8][CH2:7]2)=[CH:16][CH:15]=[CH:14][CH:13]=4)[CH2:5][CH2:6]1)=[O:27]. (5) Given the reactants CCN(C(C)C)C(C)C.[NH2:10][C@H:11]([C:22]([N:24]1[CH2:31][CH2:30][CH2:29][C@H:25]1[C:26]([OH:28])=[O:27])=[O:23])[CH2:12][C:13]1[C:21]2[C:16](=[CH:17][CH:18]=[CH:19][CH:20]=2)[NH:15][CH:14]=1.[NH:32]([C:54]([O:56][CH2:57][C:58]1[CH:63]=[CH:62][CH:61]=[CH:60][CH:59]=1)=[O:55])[C@H:33]([C:44](ON1C(=O)CCC1=O)=[O:45])[CH2:34][C:35]1[C:43]2[C:38](=[CH:39][CH:40]=[CH:41][CH:42]=2)[NH:37][CH:36]=1.CC(S[As](C)C)([C@@H](N)C(O)=O)C.OS([O-])(=O)=O.[K+], predict the reaction product. The product is: [NH:32]([C:54]([O:56][CH2:57][C:58]1[CH:63]=[CH:62][CH:61]=[CH:60][CH:59]=1)=[O:55])[C@H:33]([C:44]([NH:10][C@H:11]([C:22]([N:24]1[CH2:31][CH2:30][CH2:29][C@H:25]1[C:26]([OH:28])=[O:27])=[O:23])[CH2:12][C:13]1[C:21]2[C:16](=[CH:17][CH:18]=[CH:19][CH:20]=2)[NH:15][CH:14]=1)=[O:45])[CH2:34][C:35]1[C:43]2[C:38](=[CH:39][CH:40]=[CH:41][CH:42]=2)[NH:37][CH:36]=1. (6) Given the reactants [Br:1][C:2]1[C:3]([CH:9](Br)Br)=[CH:4][C:5]([F:8])=[N:6][CH:7]=1.[Br:1][C:2]1[C:3]([CH2:9]Br)=[CH:4][C:5]([F:8])=[N:6][CH:7]=1.C(=O)([O-])[O-:23].[Ca+2], predict the reaction product. The product is: [Br:1][C:2]1[C:3]([CH:9]=[O:23])=[CH:4][C:5]([F:8])=[N:6][CH:7]=1.